The task is: Predict the product of the given reaction.. This data is from Forward reaction prediction with 1.9M reactions from USPTO patents (1976-2016). (1) Given the reactants F[C:2]1[C:10]2[S:9][C:8]([C:11]3[C:12]([NH2:28])=[N:13][CH:14]=[C:15]([C:17]4[CH:18]=[N:19][N:20]([CH:22]5[CH2:27][CH2:26][NH:25][CH2:24][CH2:23]5)[CH:21]=4)[CH:16]=3)=[N:7][C:6]=2[C:5](C(F)(F)F)=[CH:4][CH:3]=1.IC1SC2C=C[C:40]([O:43]C)=CC=2N=1, predict the reaction product. The product is: [CH3:40][O:43][C:4]1[CH:3]=[CH:2][C:10]2[S:9][C:8]([C:11]3[C:12]([NH2:28])=[N:13][CH:14]=[C:15]([C:17]4[CH:18]=[N:19][N:20]([CH:22]5[CH2:27][CH2:26][NH:25][CH2:24][CH2:23]5)[CH:21]=4)[CH:16]=3)=[N:7][C:6]=2[CH:5]=1. (2) The product is: [CH2:1]([O:8][C:9]([NH:11][C:12]1([CH2:16][C:17]([O:19][CH2:21][C:22]([C:24]2[CH:25]=[CH:26][C:27]([O:30][CH:31]([F:32])[F:33])=[CH:28][CH:29]=2)=[O:23])=[O:18])[CH2:13][O:14][CH2:15]1)=[O:10])[C:2]1[CH:7]=[CH:6][CH:5]=[CH:4][CH:3]=1. Given the reactants [CH2:1]([O:8][C:9]([NH:11][C:12]1([CH2:16][C:17]([OH:19])=[O:18])[CH2:15][O:14][CH2:13]1)=[O:10])[C:2]1[CH:7]=[CH:6][CH:5]=[CH:4][CH:3]=1.Br[CH2:21][C:22]([C:24]1[CH:29]=[CH:28][C:27]([O:30][CH:31]([F:33])[F:32])=[CH:26][CH:25]=1)=[O:23], predict the reaction product. (3) Given the reactants Cl[CH2:2][CH2:3][CH2:4][CH2:5][N:6]1[C:11](=[O:12])[N:10]([CH3:13])[C:9](=[O:14])[CH:8]=[N:7]1.[F:15][C:16]1[N:21]=[C:20]([C:22]2[CH2:23][CH2:24][NH:25][CH2:26][CH:27]=2)[CH:19]=[CH:18][CH:17]=1.C(=O)([O-])[O-].[K+].[K+].[I-].[Na+], predict the reaction product. The product is: [F:15][C:16]1[N:21]=[C:20]([C:22]2[CH2:23][CH2:24][N:25]([CH2:2][CH2:3][CH2:4][CH2:5][N:6]3[C:11](=[O:12])[N:10]([CH3:13])[C:9](=[O:14])[CH:8]=[N:7]3)[CH2:26][CH:27]=2)[CH:19]=[CH:18][CH:17]=1. (4) Given the reactants [CH2:1]([O:3][C:4]([C:6]1[N:7]=[C:8](I)[O:9][C:10]=1[C:11]1[CH:16]=[CH:15][C:14]([N:17]2[CH2:22][CH2:21][N:20]([C:23]([O:25][C:26]([CH3:29])([CH3:28])[CH3:27])=[O:24])[CH2:19][CH2:18]2)=[CH:13][CH:12]=1)=[O:5])[CH3:2].CC1(C)C(C)(C)OB([C:39]2[CH:44]=[CH:43][N:42]=[C:41]3[NH:45][CH:46]=[CH:47][C:40]=23)O1.C(=O)([O-])[O-].[Na+].[Na+], predict the reaction product. The product is: [CH2:1]([O:3][C:4]([C:6]1[N:7]=[C:8]([C:39]2[CH:44]=[CH:43][N:42]=[C:41]3[NH:45][CH:46]=[CH:47][C:40]=23)[O:9][C:10]=1[C:11]1[CH:16]=[CH:15][C:14]([N:17]2[CH2:22][CH2:21][N:20]([C:23]([O:25][C:26]([CH3:29])([CH3:28])[CH3:27])=[O:24])[CH2:19][CH2:18]2)=[CH:13][CH:12]=1)=[O:5])[CH3:2]. (5) Given the reactants [Cl:1][C:2]1[CH:7]=[C:6]([Cl:8])[C:5]([CH3:9])=[CH:4][C:3]=1[S:10]([NH:13][C:14]1[CH:19]=[C:18]([CH3:20])[CH:17]=[C:16]([CH3:21])[CH:15]=1)(=[O:12])=[O:11].[CH3:22][O:23]C(Cl)Cl, predict the reaction product. The product is: [Cl:1][C:2]1[CH:7]=[C:6]([Cl:8])[C:5]([CH3:9])=[CH:4][C:3]=1[S:10]([NH:13][C:14]1[CH:15]=[C:16]([CH3:21])[C:17]([CH:22]=[O:23])=[C:18]([CH3:20])[CH:19]=1)(=[O:12])=[O:11]. (6) Given the reactants [Cl:1][C:2]1[CH:10]=[C:9]2[C:5]([C:6]([C:11]([C:13]3[C:14](NC4CCCC4)=[N:15][CH:16]=[CH:17][CH:18]=3)=[O:12])=[CH:7][NH:8]2)=[CH:4][CH:3]=1.C1(N)CCCC1.[F:31][C:32]1[CH:39]=[CH:38][C:35]([CH2:36][NH2:37])=[CH:34][CH:33]=1, predict the reaction product. The product is: [Cl:1][C:2]1[CH:10]=[C:9]2[C:5]([C:6]([C:11]([C:13]3[C:14]([NH:37][CH2:36][C:35]4[CH:38]=[CH:39][C:32]([F:31])=[CH:33][CH:34]=4)=[N:15][CH:16]=[CH:17][CH:18]=3)=[O:12])=[CH:7][NH:8]2)=[CH:4][CH:3]=1. (7) Given the reactants [CH2:1]([N:8]1[CH2:12][CH2:11][C@H:10]([O:13][C:14](=[O:26])[C:15]2[CH:20]=[CH:19][C:18]([N+:21]([O-])=O)=[C:17]([O:24][CH3:25])[CH:16]=2)[CH2:9]1)[C:2]1[CH:7]=[CH:6][CH:5]=[CH:4][CH:3]=1, predict the reaction product. The product is: [CH2:1]([N:8]1[CH2:12][CH2:11][C@H:10]([O:13][C:14](=[O:26])[C:15]2[CH:20]=[CH:19][C:18]([NH2:21])=[C:17]([O:24][CH3:25])[CH:16]=2)[CH2:9]1)[C:2]1[CH:3]=[CH:4][CH:5]=[CH:6][CH:7]=1.